This data is from Reaction yield outcomes from USPTO patents with 853,638 reactions. The task is: Predict the reaction yield, written as a fraction of the theoretical maximum amount of product (1.0 means a 100% yield; for example, 0.34 means a 34% yield). (1) The reactants are [CH:1]1([C:4]2[CH:9]=[CH:8][N:7]=[CH:6][C:5]=2[N:10]2[CH2:14][CH2:13][NH:12][C:11]2=[O:15])[CH2:3][CH2:2]1.Cl[C:17]1[CH:22]=[C:21]([CH3:23])[N:20]=[CH:19][N:18]=1.C(=O)([O-])[O-].[Cs+].[Cs+]. The catalyst is C1C=CC(/C=C/C(/C=C/C2C=CC=CC=2)=O)=CC=1.C1C=CC(/C=C/C(/C=C/C2C=CC=CC=2)=O)=CC=1.C1C=CC(/C=C/C(/C=C/C2C=CC=CC=2)=O)=CC=1.[Pd].[Pd].C1(C)C=CC=CC=1. The product is [CH:1]1([C:4]2[CH:9]=[CH:8][N:7]=[CH:6][C:5]=2[N:10]2[CH2:14][CH2:13][N:12]([C:17]3[CH:22]=[C:21]([CH3:23])[N:20]=[CH:19][N:18]=3)[C:11]2=[O:15])[CH2:3][CH2:2]1. The yield is 0.211. (2) The reactants are C([O:4][CH2:5][C:6]1[C:7]([N:36]2[CH2:48][CH2:47][N:39]3[C:40]4[CH2:41][CH2:42][CH2:43][CH2:44][C:45]=4[CH:46]=[C:38]3[C:37]2=[O:49])=[N:8][CH:9]=[CH:10][C:11]=1[C:12]1[CH:17]=[C:16]([NH:18][C:19]2[CH:24]=[CH:23][C:22]([N:25]3[CH2:30][CH2:29][N:28]([CH2:31][CH2:32][OH:33])[CH2:27][CH2:26]3)=[CH:21][N:20]=2)[C:15](=[O:34])[N:14]([CH3:35])[CH:13]=1)(=O)C.[Li+].[OH-]. The catalyst is CC(O)C.C1COCC1.O. The product is [OH:33][CH2:32][CH2:31][N:28]1[CH2:29][CH2:30][N:25]([C:22]2[CH:23]=[CH:24][C:19]([NH:18][C:16]3[C:15](=[O:34])[N:14]([CH3:35])[CH:13]=[C:12]([C:11]4[CH:10]=[CH:9][N:8]=[C:7]([N:36]5[CH2:48][CH2:47][N:39]6[C:40]7[CH2:41][CH2:42][CH2:43][CH2:44][C:45]=7[CH:46]=[C:38]6[C:37]5=[O:49])[C:6]=4[CH2:5][OH:4])[CH:17]=3)=[N:20][CH:21]=2)[CH2:26][CH2:27]1. The yield is 0.310. (3) The reactants are Cl[C:2]1[CH:3]=[C:4]2[CH:10]=[CH:9][NH:8][C:5]2=[N:6][CH:7]=1.CO.[OH-].[K+].[CH2:15]([O:22][C:23](=[O:35])[NH:24][C:25]1[CH:30]=[CH:29][C:28]([F:31])=[C:27]([CH:32]=[O:33])[C:26]=1[F:34])[C:16]1[CH:21]=[CH:20][CH:19]=[CH:18][CH:17]=1.Cl. No catalyst specified. The product is [CH2:15]([O:22][C:23](=[O:35])[NH:24][C:25]1[CH:30]=[CH:29][C:28]([F:31])=[C:27]([CH:32]([OH:33])[C:10]2[C:4]3[C:5](=[N:6][CH:7]=[CH:2][CH:3]=3)[NH:8][CH:9]=2)[C:26]=1[F:34])[C:16]1[CH:21]=[CH:20][CH:19]=[CH:18][CH:17]=1. The yield is 0.460. (4) The reactants are Cl.[CH3:2][NH:3][CH3:4].C[Al](C)C.[O:9]([C:16]1[CH:17]=[C:18]([N:22]([CH2:30][C:31]2[CH:32]=[C:33]([CH:38]=[CH:39][CH:40]=2)[C:34](OC)=[O:35])[CH2:23][CH:24]([OH:29])[C:25]([F:28])([F:27])[F:26])[CH:19]=[CH:20][CH:21]=1)[C:10]1[CH:15]=[CH:14][CH:13]=[CH:12][CH:11]=1.CN([Al]CCl)C. The catalyst is C1(C)C=CC=CC=1.C(OCC)(=O)C. The product is [CH3:2][N:3]([CH3:4])[C:34](=[O:35])[C:33]1[CH:38]=[CH:39][CH:40]=[C:31]([CH2:30][N:22]([C:18]2[CH:19]=[CH:20][CH:21]=[C:16]([O:9][C:10]3[CH:15]=[CH:14][CH:13]=[CH:12][CH:11]=3)[CH:17]=2)[CH2:23][CH:24]([OH:29])[C:25]([F:28])([F:27])[F:26])[CH:32]=1. The yield is 0.910. (5) The reactants are [CH2:1]([O:4][CH2:5][CH2:6][CH2:7][O:8][C:9]1[CH:14]=[CH:13][CH:12]=[CH:11][CH:10]=1)[CH2:2][CH3:3].[Cl:15][S:16](O)(=[O:18])=[O:17].O. The catalyst is O1CCCC1.ClCCl. The product is [CH2:1]([O:4][CH2:5][CH2:6][CH2:7][O:8][C:9]1[CH:10]=[CH:11][C:12]([S:16]([Cl:15])(=[O:18])=[O:17])=[CH:13][CH:14]=1)[CH2:2][CH3:3]. The yield is 0.370. (6) The reactants are Br[C:2]1[N:7]=[C:6]([C:8]([O:10][CH3:11])=[O:9])[CH:5]=[CH:4][C:3]=1[F:12].[F:13][C:14]1[CH:15]=[C:16]([C:30]2([OH:35])[CH2:34][CH2:33][CH2:32][CH2:31]2)[CH:17]=[C:18]([F:29])[C:19]=1B1OC(C)(C)C(C)(C)O1. No catalyst specified. The product is [F:13][C:14]1[CH:15]=[C:16]([C:30]2([OH:35])[CH2:34][CH2:33][CH2:32][CH2:31]2)[CH:17]=[C:18]([F:29])[C:19]=1[C:2]1[N:7]=[C:6]([C:8]([O:10][CH3:11])=[O:9])[CH:5]=[CH:4][C:3]=1[F:12]. The yield is 0.970. (7) The reactants are [OH:1][C:2]([CH3:36])([CH3:35])[CH2:3][C@:4]1([C:29]2[CH:34]=[CH:33][CH:32]=[CH:31][CH:30]=2)[CH2:10][CH2:9][CH2:8][N:7]([C@H:11]([C:13]2[CH:18]=[CH:17][C:16](B3OC(C)(C)C(C)(C)O3)=[CH:15][CH:14]=2)[CH3:12])[C:6](=[O:28])[NH:5]1.Br[C:38]1[CH:43]=[CH:42][N:41]([CH3:44])[C:40](=[O:45])[CH:39]=1.C([O-])([O-])=O.[Na+].[Na+]. The catalyst is Cl[Pd](Cl)([P](C1C=CC=CC=1)(C1C=CC=CC=1)C1C=CC=CC=1)[P](C1C=CC=CC=1)(C1C=CC=CC=1)C1C=CC=CC=1.O1CCOCC1. The product is [OH:1][C:2]([CH3:35])([CH3:36])[CH2:3][C@:4]1([C:29]2[CH:30]=[CH:31][CH:32]=[CH:33][CH:34]=2)[CH2:10][CH2:9][CH2:8][N:7]([C@H:11]([C:13]2[CH:14]=[CH:15][C:16]([C:38]3[CH:43]=[CH:42][N:41]([CH3:44])[C:40](=[O:45])[CH:39]=3)=[CH:17][CH:18]=2)[CH3:12])[C:6](=[O:28])[NH:5]1. The yield is 0.380. (8) The reactants are [C:1]([NH2:9])(=[S:8])[C:2]1[CH:7]=[CH:6][CH:5]=[CH:4][CH:3]=1.[H-].[Na+].[C:12](=[S:14])=[S:13]. The catalyst is N1C=CC=CC=1. The product is [C:2]1([C:1]2[S:8][S:14][C:12](=[S:13])[N:9]=2)[CH:7]=[CH:6][CH:5]=[CH:4][CH:3]=1. The yield is 0.240. (9) The reactants are [NH:1]1[CH2:6][CH2:5][O:4][CH2:3][CH2:2]1.Cl[CH2:8][C@@H:9]1[O:11][CH2:10]1.CC(C)([O-])C.[K+].O1CCCC1. The catalyst is C(O)(C)(C)C. The product is [O:11]1[CH2:10][CH:9]1[CH2:8][N:1]1[CH2:6][CH2:5][O:4][CH2:3][CH2:2]1. The yield is 0.888.